This data is from Experimentally validated miRNA-target interactions with 360,000+ pairs, plus equal number of negative samples. The task is: Binary Classification. Given a miRNA mature sequence and a target amino acid sequence, predict their likelihood of interaction. (1) The miRNA is mmu-miR-1912-5p with sequence UGCUCAUUGCAUGGGCUGUGUA. The protein sequence of the target gene is MEDALLGAMTGPEDELGAELFGSERVFADGLALSPAGGAADRDELPVLADAYLGATEPGEPLLRALSPPPGAEVPAALLGDFPGLPELRSPDDAAPPPAYSVHVLSSLLPGARGPALLPLSAGVRVIPVEIKEAGGSVPGGSPEDAAFQAPLAQESCCKFPSSQEAEEASSCPRKKDSSPMVICQLKGGAQMLCIDNCGARELKALHLLPQYDDQSSFPQSELPKPMTTLVGRLLPVPAKLNLITQVDNGALPSAVNGAAFPSGPALQGPPKITLSGYCDCFSSGDFCNSCSCNNLRHEL.... Result: 0 (no interaction). (2) The miRNA is mmu-miR-149-5p with sequence UCUGGCUCCGUGUCUUCACUCCC. The protein sequence of the target gene is MSRRRISCKDLGHADCQGWLYKKKEKGTFLSNKWKKFWVVLKGSSLYWYSNQMAEKADGFVNLSDFTVERASECKKKNAFKINHPQIKAFYFAAENLQEMNVWLNKLGFAVTHQESITKDEECYSESEQEDPEVAVEAPPPPYASTTSSPVAAQWASSSSPKRRETSCSFSSLENTVKAPSQFSSSGSKERQSWHNIVNSSPATEDAGLPLTFAEQVHTLAFSEASNCQAPENNCITSEGGLLNLLSSDDTSSLNNNKDHLTVPDRAAGSRMADREEIKSSEDDEMEKLYKSLEQASLSP.... Result: 1 (interaction).